Predict the reactants needed to synthesize the given product. From a dataset of Full USPTO retrosynthesis dataset with 1.9M reactions from patents (1976-2016). (1) Given the product [Si:38]([O:45][C:46]1[CH:52]=[CH:35][C:34]([NH:33][C:31]([NH:6][CH2:7][C:8]2[CH:9]=[C:10]3[C:14](=[CH:15][CH:16]=2)[C:13](=[O:17])[N:12]([CH:18]2[CH2:23][CH2:22][C:21](=[O:24])[NH:20][C:19]2=[O:25])[CH2:11]3)=[O:32])=[CH:48][C:47]=1[CH3:53])([C:41]([CH3:42])([CH3:43])[CH3:44])([CH3:40])[CH3:39], predict the reactants needed to synthesize it. The reactants are: CS(O)(=O)=O.[NH2:6][CH2:7][C:8]1[CH:9]=[C:10]2[C:14](=[CH:15][CH:16]=1)[C:13](=[O:17])[N:12]([CH:18]1[CH2:23][CH2:22][C:21](=[O:24])[NH:20][C:19]1=[O:25])[CH2:11]2.C1N=CN([C:31]([N:33]2C=N[CH:35]=[CH:34]2)=[O:32])C=1.[Si:38]([O:45][C:46]1[CH:52]=CC(N)=[CH:48][C:47]=1[CH3:53])([C:41]([CH3:44])([CH3:43])[CH3:42])([CH3:40])[CH3:39]. (2) Given the product [F:38][C:39]([F:58])([F:57])[S:40]([O:30][C:18]1[CH:19]=[CH:20][CH:21]=[C:22]2[C:17]=1[N:16]=[C:15]([C:12]1[N:9]3[CH:10]=[CH:11][C:6]([O:5][CH2:4][CH2:3][O:2][CH3:1])=[CH:7][C:8]3=[N:14][CH:13]=1)[CH:24]=[C:23]2[C:25]1[O:29][CH:28]=[N:27][CH:26]=1)(=[O:42])=[O:41], predict the reactants needed to synthesize it. The reactants are: [CH3:1][O:2][CH2:3][CH2:4][O:5][C:6]1[CH:11]=[CH:10][N:9]2[C:12]([C:15]3[CH:24]=[C:23]([C:25]4[O:29][CH:28]=[N:27][CH:26]=4)[C:22]4[C:17](=[C:18]([OH:30])[CH:19]=[CH:20][CH:21]=4)[N:16]=3)=[CH:13][N:14]=[C:8]2[CH:7]=1.C(N(CC)CC)C.[F:38][C:39]([F:58])([F:57])[S:40](N(C1C=CC=CC=1)[S:40]([C:39]([F:58])([F:57])[F:38])(=[O:42])=[O:41])(=[O:42])=[O:41]. (3) Given the product [NH2:14][C:15]1[CH:16]=[CH:17][C:18]2[O:22][N:21]=[C:20]([CH:23]3[CH2:28][CH2:27][N:26]([C:29]([O:31][C:32]([CH3:34])([CH3:33])[CH3:35])=[O:30])[CH2:25][CH2:24]3)[C:19]=2[CH:36]=1, predict the reactants needed to synthesize it. The reactants are: C1(C(=[N:14][C:15]2[CH:16]=[CH:17][C:18]3[O:22][N:21]=[C:20]([CH:23]4[CH2:28][CH2:27][N:26]([C:29]([O:31][C:32]([CH3:35])([CH3:34])[CH3:33])=[O:30])[CH2:25][CH2:24]4)[C:19]=3[CH:36]=2)C2C=CC=CC=2)C=CC=CC=1.C(O)(=O)CC(CC(O)=O)(C(O)=O)O.C(=O)([O-])[O-].[Na+].[Na+]. (4) Given the product [F:1][C:2]1[CH:7]=[CH:6][C:5]([CH:8]2[C:16]3[C:11](=[CH:12][C:13]([CH:17]=[N:27][OH:28])=[CH:14][CH:15]=3)[CH2:10][O:9]2)=[CH:4][CH:3]=1, predict the reactants needed to synthesize it. The reactants are: [F:1][C:2]1[CH:7]=[CH:6][C:5]([CH:8]2[C:16]3[C:11](=[CH:12][C:13]([CH:17]=O)=[CH:14][CH:15]=3)[CH2:10][O:9]2)=[CH:4][CH:3]=1.C(N(CC)CC)C.Cl.[NH2:27][OH:28].O. (5) Given the product [Br:37][CH2:30][CH2:29][CH2:28][C:23]1[CH:24]=[CH:25][CH:26]=[CH:27][C:22]=1[C:19]([NH:18][C:14]1[C:13](=[O:32])[N:12]([C:10]2[CH:11]=[C:6]([CH:7]=[C:8]([F:34])[C:9]=2[CH3:33])[C:5]([NH:4][CH:1]2[CH2:3][CH2:2]2)=[O:35])[CH:17]=[CH:16][N:15]=1)([CH3:21])[CH3:20], predict the reactants needed to synthesize it. The reactants are: [CH:1]1([NH:4][C:5](=[O:35])[C:6]2[CH:11]=[C:10]([N:12]3[CH:17]=[CH:16][N:15]=[C:14]([NH:18][C:19]([C:22]4[CH:27]=[CH:26][CH:25]=[CH:24][C:23]=4[CH2:28][CH2:29][CH2:30]O)([CH3:21])[CH3:20])[C:13]3=[O:32])[C:9]([CH3:33])=[C:8]([F:34])[CH:7]=2)[CH2:3][CH2:2]1.C(Br)(Br)(Br)[Br:37].C1(P(C2C=CC=CC=2)C2C=CC=CC=2)C=CC=CC=1. (6) Given the product [CH:4]1([C:7]2[CH:8]=[CH:9][C:10](/[C:15](/[C:30]3[CH:35]=[CH:34][C:33]([S:36][CH3:37])=[CH:32][CH:31]=3)=[CH:16]/[CH2:17][CH2:18][NH2:19])=[N:11][C:12]=2[O:13][CH3:14])[CH2:6][CH2:5]1, predict the reactants needed to synthesize it. The reactants are: O.NN.[CH:4]1([C:7]2[CH:8]=[CH:9][C:10](/[C:15](/[C:30]3[CH:35]=[CH:34][C:33]([S:36][CH3:37])=[CH:32][CH:31]=3)=[CH:16]/[CH2:17][CH2:18][N:19]3C(=O)C4C(=CC=CC=4)C3=O)=[N:11][C:12]=2[O:13][CH3:14])[CH2:6][CH2:5]1.[OH-].[Na+]. (7) Given the product [CH3:5][N:6]([CH3:15])[C:7]1[CH:14]=[CH:13][CH:12]=[CH:11][C:8]=1[CH2:9][Al:3]([CH3:4])[CH3:2], predict the reactants needed to synthesize it. The reactants are: [Cl-].[CH3:2][Al+:3][CH3:4].[CH3:5][N:6]([CH3:15])[C:7]1[CH:14]=[CH:13][CH:12]=[CH:11][C:8]=1[CH2:9][Li].